From a dataset of Full USPTO retrosynthesis dataset with 1.9M reactions from patents (1976-2016). Predict the reactants needed to synthesize the given product. (1) Given the product [CH2:1]([NH:5][C:6]1[N:14]=[C:13]2[C:9]([N:10]=[C:11]([O:25][CH3:26])[N:12]2[CH2:15][CH2:16][CH2:17][N:18]2[CH2:19][CH2:20][N:21]([CH:24]3[CH2:31][CH2:30][CH2:29][CH2:28]3)[CH2:22][CH2:23]2)=[C:8]([NH2:27])[N:7]=1)[CH2:2][CH2:3][CH3:4], predict the reactants needed to synthesize it. The reactants are: [CH2:1]([NH:5][C:6]1[N:14]=[C:13]2[C:9]([N:10]=[C:11]([O:25][CH3:26])[N:12]2[CH2:15][CH2:16][CH2:17][N:18]2[CH2:23][CH2:22][N:21]([CH3:24])[CH2:20][CH2:19]2)=[C:8]([NH2:27])[N:7]=1)[CH2:2][CH2:3][CH3:4].[CH2:28](NC1N=C2C(N=C(OC)N2CCCCl)=C(N)N=1)[CH2:29][CH2:30][CH3:31].C1(N2CCNCC2)CCCC1. (2) The reactants are: [CH2:1]([OH:10])[C@@H:2]([C@H:4]([C@@H:6]([CH2:8][OH:9])[OH:7])[OH:5])[OH:3].C(O)[C@@H](O)C(O)[C@@H](O)[CH2:15][OH:16]. Given the product [OH:10][CH2:1][C@@H:2]([C@H:4]([C@@H:6]([C@@H:8]([CH2:15][OH:16])[OH:9])[OH:7])[OH:5])[OH:3], predict the reactants needed to synthesize it. (3) Given the product [Br:47][C:48]1[CH:49]=[CH:50][C:51]2[N:52]([CH:55]=[C:56]([CH2:58][C@@H:59]3[CH2:64][CH2:63][CH2:62][CH2:61][N:60]3[C:7]([C:5]3[N:6]=[C:2]([CH3:1])[S:3][C:4]=3[C:10]3[CH:15]=[CH:14][CH:13]=[CH:12][CH:11]=3)=[O:9])[N:57]=2)[C:53]=1[CH3:54], predict the reactants needed to synthesize it. The reactants are: [CH3:1][C:2]1[S:3][C:4]([C:10]2[CH:15]=[CH:14][CH:13]=[CH:12][CH:11]=2)=[C:5]([C:7]([OH:9])=O)[N:6]=1.CCN(C(C)C)C(C)C.CN(C(ON1N=NC2C=CC=CC1=2)=[N+](C)C)C.[B-](F)(F)(F)F.[Br:47][C:48]1[CH:49]=[CH:50][C:51]2[N:52]([CH:55]=[C:56]([CH2:58][C@@H:59]3[CH2:64][CH2:63][CH2:62][CH2:61][NH:60]3)[N:57]=2)[C:53]=1[CH3:54]. (4) Given the product [C:32]([CH:31]([CH3:34])[N:19]1[CH:18]([C:10]2[C:11]3[C:16](=[CH:15][CH:14]=[C:13]([CH3:17])[CH:12]=3)[N:8]([CH2:7][C:6]([OH:5])=[O:29])[CH:9]=2)[C:22]2[CH:23]=[CH:24][CH:25]=[CH:26][C:21]=2[S:20]1(=[O:28])=[O:27])#[N:33], predict the reactants needed to synthesize it. The reactants are: C([O:5][C:6](=[O:29])[CH2:7][N:8]1[C:16]2[C:11](=[CH:12][C:13]([CH3:17])=[CH:14][CH:15]=2)[C:10]([CH:18]2[C:22]3[CH:23]=[CH:24][CH:25]=[CH:26][C:21]=3[S:20](=[O:28])(=[O:27])[NH:19]2)=[CH:9]1)(C)(C)C.Br[CH:31]([CH3:34])[C:32]#[N:33]. (5) Given the product [CH3:25][C:26]1([CH3:38])[O:30][C@H:29]([CH2:31][N:32]2[CH:36]=[CH:35][C:34]([NH:37][C:11](=[O:12])[CH:10]([N:8]3[CH2:9][C:5]([O:4][C:3]4[CH:21]=[CH:22][CH:23]=[CH:24][C:2]=4[Cl:1])=[CH:6][C:7]3=[O:20])[CH2:14][CH2:15][C:16]([F:19])([F:18])[F:17])=[N:33]2)[CH2:28][O:27]1, predict the reactants needed to synthesize it. The reactants are: [Cl:1][C:2]1[CH:24]=[CH:23][CH:22]=[CH:21][C:3]=1[O:4][C:5]1[CH2:9][N:8]([CH:10]([CH2:14][CH2:15][C:16]([F:19])([F:18])[F:17])[C:11](O)=[O:12])[C:7](=[O:20])[CH:6]=1.[CH3:25][C:26]1([CH3:38])[O:30][C@H:29]([CH2:31][N:32]2[CH:36]=[CH:35][C:34]([NH2:37])=[N:33]2)[CH2:28][O:27]1.C(N(CC)C(C)C)(C)C.F[P-](F)(F)(F)(F)F.N1(O[P+](N(C)C)(N(C)C)N(C)C)C2C=CC=CC=2N=N1. (6) Given the product [OH:28][CH:27]([CH2:26][O:25][CH:22]([CH3:24])[CH3:23])[CH2:29][N:1]1[CH2:2][CH2:3][C:4]2([O:11][C:10]3[C:12]4[C:17]([C:18](=[O:21])[C:19](=[O:20])[C:9]=3[S:8][CH2:7]2)=[CH:16][CH:15]=[CH:14][CH:13]=4)[CH2:5][CH2:6]1, predict the reactants needed to synthesize it. The reactants are: [NH:1]1[CH2:6][CH2:5][C:4]2([O:11][C:10]3[C:12]4[C:17]([C:18](=[O:21])[C:19](=[O:20])[C:9]=3[S:8][CH2:7]2)=[CH:16][CH:15]=[CH:14][CH:13]=4)[CH2:3][CH2:2]1.[CH:22]([O:25][CH2:26][CH:27]1[CH2:29][O:28]1)([CH3:24])[CH3:23]. (7) Given the product [F:1][C:2]1[CH:25]=[CH:24][CH:23]=[C:22]([O:26][CH3:27])[C:3]=1[O:4][C:5]1[CH:10]=[CH:9][C:8]([CH2:11][N:28]2[CH2:33][CH2:32][O:31][CH2:30][CH2:29]2)=[CH:7][C:6]=1[NH:13][C:14]([NH:16][C:17]1[S:18][CH:19]=[CH:20][N:21]=1)=[O:15], predict the reactants needed to synthesize it. The reactants are: [F:1][C:2]1[CH:25]=[CH:24][CH:23]=[C:22]([O:26][CH3:27])[C:3]=1[O:4][C:5]1[CH:10]=[CH:9][C:8]([CH:11]=O)=[CH:7][C:6]=1[NH:13][C:14]([NH:16][C:17]1[S:18][CH:19]=[CH:20][N:21]=1)=[O:15].[NH:28]1[CH2:33][CH2:32][O:31][CH2:30][CH2:29]1. (8) Given the product [Cl:11][C:9]1[N:10]=[C:3]2[C:2]([C:23]3[CH:24]=[C:19]([CH:20]=[CH:21][CH:22]=3)[CH2:18][N:13]([CH3:12])[S:14]([CH3:17])(=[O:16])=[O:15])=[CH:7][CH:6]=[CH:5][N:4]2[N:8]=1, predict the reactants needed to synthesize it. The reactants are: Br[C:2]1[C:3]2[N:4]([N:8]=[C:9]([Cl:11])[N:10]=2)[CH:5]=[CH:6][CH:7]=1.[CH3:12][N:13]([CH2:18][C:19]1[CH:20]=[C:21](B(O)O)[CH:22]=[CH:23][CH:24]=1)[S:14]([CH3:17])(=[O:16])=[O:15]. (9) Given the product [Cl:25][CH:26]([CH3:30])[C:27]([NH:1][C:2]1[CH:3]=[C:4]([NH:10][C:11]([C:13]2[CH:18]=[CH:17][C:16]([C:19]3[CH:24]=[CH:23][CH:22]=[CH:21][CH:20]=3)=[CH:15][CH:14]=2)=[O:12])[CH:5]=[CH:6][C:7]=1[O:8][CH3:9])=[O:28], predict the reactants needed to synthesize it. The reactants are: [NH2:1][C:2]1[CH:3]=[C:4]([NH:10][C:11]([C:13]2[CH:18]=[CH:17][C:16]([C:19]3[CH:24]=[CH:23][CH:22]=[CH:21][CH:20]=3)=[CH:15][CH:14]=2)=[O:12])[CH:5]=[CH:6][C:7]=1[O:8][CH3:9].[Cl:25][CH:26]([CH3:30])[C:27](Cl)=[O:28].